Dataset: Full USPTO retrosynthesis dataset with 1.9M reactions from patents (1976-2016). Task: Predict the reactants needed to synthesize the given product. (1) Given the product [F:43][C:7]1([F:6])[CH2:12][C@@H:11]([C:13]([OH:15])=[O:14])[C@H:10]([C:17]2[O:21][C:20]([C:22]([F:27])([F:28])[C:23]([F:26])([F:25])[F:24])=[N:19][C:18]=2[C:29]2[CH:34]=[CH:33][C:32]([C:35]([N:37]3[CH2:42][CH2:41][O:40][CH2:39][CH2:38]3)=[O:36])=[CH:31][CH:30]=2)[CH2:9][CH2:8]1, predict the reactants needed to synthesize it. The reactants are: S(=O)(=O)(O)O.[F:6][C:7]1([F:43])[CH2:12][C@@H:11]([C:13]([O:15]C)=[O:14])[C@H:10]([C:17]2[O:21][C:20]([C:22]([F:28])([F:27])[C:23]([F:26])([F:25])[F:24])=[N:19][C:18]=2[C:29]2[CH:34]=[CH:33][C:32]([C:35]([N:37]3[CH2:42][CH2:41][O:40][CH2:39][CH2:38]3)=[O:36])=[CH:31][CH:30]=2)[CH2:9][CH2:8]1. (2) Given the product [C:1]([C:5]1[O:9][N:8]=[C:7]([NH:10][C:11]([NH:13][C:14]2[CH:19]=[CH:18][CH:17]=[C:16]([O:20][C:21]3[C:30]4[C:25](=[CH:26][C:27]([O:33][C@H:34]5[CH2:38][CH2:37][N:36]([CH2:54][CH:55]([F:57])[F:56])[CH2:35]5)=[C:28]([O:31][CH3:32])[CH:29]=4)[N:24]=[CH:23][N:22]=3)[CH:15]=2)=[O:12])[CH:6]=1)([CH3:4])([CH3:2])[CH3:3], predict the reactants needed to synthesize it. The reactants are: [C:1]([C:5]1[O:9][N:8]=[C:7]([NH:10][C:11]([NH:13][C:14]2[CH:19]=[CH:18][CH:17]=[C:16]([O:20][C:21]3[C:30]4[C:25](=[CH:26][C:27]([O:33][C@H:34]5[CH2:38][CH2:37][NH:36][CH2:35]5)=[C:28]([O:31][CH3:32])[CH:29]=4)[N:24]=[CH:23][N:22]=3)[CH:15]=2)=[O:12])[CH:6]=1)([CH3:4])([CH3:3])[CH3:2].C(N(CC)C(C)C)(C)C.FC(F)(F)S(O[CH2:54][CH:55]([F:57])[F:56])(=O)=O. (3) Given the product [C:40]([C:37]1[S:36][C:35]([NH:34][C:31](=[O:33])[CH2:30][C:27]2[CH:26]=[CH:25][C:24]([O:23][C:14]3[C:13]4[C:18](=[CH:19][C:20]([O:21][CH3:22])=[C:11]([O:10][CH3:9])[CH:12]=4)[N:17]=[CH:16][N:15]=3)=[CH:29][N:28]=2)=[N:39][CH:38]=1)#[N:41], predict the reactants needed to synthesize it. The reactants are: OC1C=CC=C[N+]=1[O-].[CH3:9][O:10][C:11]1[CH:12]=[C:13]2[C:18](=[CH:19][C:20]=1[O:21][CH3:22])[N:17]=[CH:16][N:15]=[C:14]2[O:23][C:24]1[CH:25]=[CH:26][C:27]([CH2:30][C:31]([OH:33])=O)=[N:28][CH:29]=1.[NH2:34][C:35]1[S:36][C:37]([C:40]#[N:41])=[CH:38][N:39]=1.Cl.CN(C)CCCN=C=NCC.